From a dataset of Forward reaction prediction with 1.9M reactions from USPTO patents (1976-2016). Predict the product of the given reaction. (1) Given the reactants Cl.[NH2:2][OH:3].C(=O)(O)[O-].[Na+].[C:9]1([P:15](Cl)([C:17]2[CH:22]=[CH:21][CH:20]=[CH:19][CH:18]=2)=[O:16])[CH:14]=[CH:13][CH:12]=[CH:11][CH:10]=1, predict the reaction product. The product is: [NH2:2][O:3][P:15](=[O:16])([C:17]1[CH:18]=[CH:19][CH:20]=[CH:21][CH:22]=1)[C:9]1[CH:14]=[CH:13][CH:12]=[CH:11][CH:10]=1. (2) Given the reactants Cl[C:2]1[C:3]([C:8]#[N:9])=[N:4][CH:5]=[CH:6][CH:7]=1.[C:10]([O:14][CH3:15])(=[O:13])[CH2:11][SH:12].C([O-])([O-])=O.[K+].[K+], predict the reaction product. The product is: [CH3:15][O:14][C:10]([C:11]1[S:12][C:2]2[C:3](=[N:4][CH:5]=[CH:6][CH:7]=2)[C:8]=1[NH2:9])=[O:13]. (3) Given the reactants Cl[C:2]1[N:7]2[N:8]=[C:9](C)[CH:10]=[C:6]2[N:5]=[C:4]([NH:12][C:13](=[O:24])[C:14]2[CH:19]=[CH:18][C:17]([C:20]([OH:23])([CH3:22])[CH3:21])=[CH:16][CH:15]=2)[CH:3]=1.[CH3:25][CH:26]([CH3:35])[CH:27]([CH:29]1[CH2:34][CH2:33][NH:32][CH2:31][CH2:30]1)[OH:28], predict the reaction product. The product is: [OH:28][CH:27]([CH:29]1[CH2:30][CH2:31][N:32]([C:2]2[N:7]3[N:8]=[CH:9][CH:10]=[C:6]3[N:5]=[C:4]([NH:12][C:13](=[O:24])[C:14]3[CH:15]=[CH:16][C:17]([C:20]([OH:23])([CH3:21])[CH3:22])=[CH:18][CH:19]=3)[CH:3]=2)[CH2:33][CH2:34]1)[CH:26]([CH3:35])[CH3:25]. (4) The product is: [CH3:1][O:2][C:3]1[CH:8]=[CH:7][C:6]([C:9]2[CH:14]=[CH:13][C:12]([C:15]([OH:17])=[O:16])=[CH:11][C:10]=2[CH3:19])=[CH:5][C:4]=1[C:20]1[CH:25]=[CH:24][C:23]([C:26]([F:27])([F:28])[F:29])=[CH:22][C:21]=1[CH2:30][N:31]1[C@@H:35]([CH3:36])[C@@H:34]([C:37]2[CH:38]=[C:39]([F:45])[C:40]([F:44])=[C:41]([F:43])[CH:42]=2)[O:33][C:32]1=[O:46]. Given the reactants [CH3:1][O:2][C:3]1[CH:8]=[CH:7][C:6]([C:9]2[CH:14]=[CH:13][C:12]([C:15]([O:17]C)=[O:16])=[CH:11][C:10]=2[CH3:19])=[CH:5][C:4]=1[C:20]1[CH:25]=[CH:24][C:23]([C:26]([F:29])([F:28])[F:27])=[CH:22][C:21]=1[CH2:30][N:31]1[C@@H:35]([CH3:36])[C@@H:34]([C:37]2[CH:42]=[C:41]([F:43])[C:40]([F:44])=[C:39]([F:45])[CH:38]=2)[O:33][C:32]1=[O:46].[OH-].[K+], predict the reaction product. (5) The product is: [CH3:45][O:44][C:26]1[CH:27]=[C:28]([N:31]2[CH2:32][CH2:33][N:34]([C:37]([O:39][C:40]([CH3:43])([CH3:42])[CH3:41])=[O:38])[CH2:35][CH2:36]2)[CH:29]=[CH:30][C:25]=1[NH:24][C:2]1[N:7]=[CH:6][C:5]2[CH:8]=[CH:9][N:10]([S:11]([C:14]3[CH:15]=[CH:16][CH:17]=[C:18]4[C:23]=3[N:22]=[CH:21][CH:20]=[CH:19]4)(=[O:13])=[O:12])[C:4]=2[CH:3]=1. Given the reactants Cl[C:2]1[N:7]=[CH:6][C:5]2[CH:8]=[CH:9][N:10]([S:11]([C:14]3[CH:15]=[CH:16][CH:17]=[C:18]4[C:23]=3[N:22]=[CH:21][CH:20]=[CH:19]4)(=[O:13])=[O:12])[C:4]=2[CH:3]=1.[NH2:24][C:25]1[CH:30]=[CH:29][C:28]([N:31]2[CH2:36][CH2:35][N:34]([C:37]([O:39][C:40]([CH3:43])([CH3:42])[CH3:41])=[O:38])[CH2:33][CH2:32]2)=[CH:27][C:26]=1[O:44][CH3:45].C([O-])([O-])=O.[K+].[K+].CC(C1C=C(C(C)C)C(C2C=CC=CC=2P(C2CCCCC2)C2CCCCC2)=C(C(C)C)C=1)C, predict the reaction product. (6) Given the reactants I[C:2]1[N:6]([CH3:7])[N:5]=[C:4]([C:8]([N:10]2[CH2:15][CH2:14][N:13]([C:16]3[CH:21]=[C:20]([O:22][CH2:23][CH:24]([CH3:26])[CH3:25])[N:19]=[CH:18][N:17]=3)[CH2:12][CH2:11]2)=[O:9])[CH:3]=1.[CH3:27][O:28][C:29]1[N:34]=[CH:33][C:32](B(O)O)=[CH:31][CH:30]=1.C1(P(C2C=CC=CC=2)C2C=CC=CC=2)C=CC=CC=1.C(=O)([O-])[O-].[Na+].[Na+], predict the reaction product. The product is: [CH2:23]([O:22][C:20]1[N:19]=[CH:18][N:17]=[C:16]([N:13]2[CH2:14][CH2:15][N:10]([C:8]([C:4]3[CH:3]=[C:2]([C:32]4[CH:33]=[N:34][C:29]([O:28][CH3:27])=[CH:30][CH:31]=4)[N:6]([CH3:7])[N:5]=3)=[O:9])[CH2:11][CH2:12]2)[CH:21]=1)[CH:24]([CH3:26])[CH3:25]. (7) Given the reactants [F:1][C@H:2]([C:4]1[S:8][C:7]2=[N:9][C:10]([C:12]3[O:13][C:14]4[C:15](=[C:17]([OH:23])[CH:18]=[C:19]([O:21][CH3:22])[CH:20]=4)[CH:16]=3)=[CH:11][N:6]2[N:5]=1)[CH3:3].C1(P(C2C=CC=CC=2)C2C=CC=CC=2)C=CC=CC=1.[N:43]1[CH:48]=[C:47]([C:49]2[CH:50]=[C:51]([CH2:55]O)[CH:52]=[CH:53][CH:54]=2)[CH:46]=[N:45][CH:44]=1.CC(OC(/N=N/C(OC(C)C)=O)=O)C, predict the reaction product. The product is: [F:1][C@H:2]([C:4]1[S:8][C:7]2=[N:9][C:10]([C:12]3[O:13][C:14]4[CH:20]=[C:19]([O:21][CH3:22])[CH:18]=[C:17]([O:23][CH2:55][C:51]5[CH:52]=[CH:53][CH:54]=[C:49]([C:47]6[CH:46]=[N:45][CH:44]=[N:43][CH:48]=6)[CH:50]=5)[C:15]=4[CH:16]=3)=[CH:11][N:6]2[N:5]=1)[CH3:3]. (8) Given the reactants Cl[C:2]1[CH:7]=[CH:6][N:5]=[C:4]([NH:8][C:9]2[CH:14]=[C:13]([N:15]3[CH2:20][CH2:19][O:18][CH2:17][CH2:16]3)[CH:12]=[C:11]([N:21]3[CH2:26][CH2:25][O:24][CH2:23][CH2:22]3)[CH:10]=2)[N:3]=1.[CH3:27][NH:28][C:29]1[CH:30]=[C:31]([CH:34]=[CH:35][CH:36]=1)[O:32][CH3:33].Cl, predict the reaction product. The product is: [N:21]1([C:11]2[CH:10]=[C:9]([NH:8][C:4]3[N:3]=[C:2]([N:28]([C:29]4[CH:36]=[CH:35][CH:34]=[C:31]([O:32][CH3:33])[CH:30]=4)[CH3:27])[CH:7]=[CH:6][N:5]=3)[CH:14]=[C:13]([N:15]3[CH2:20][CH2:19][O:18][CH2:17][CH2:16]3)[CH:12]=2)[CH2:26][CH2:25][O:24][CH2:23][CH2:22]1.